From a dataset of NCI-60 drug combinations with 297,098 pairs across 59 cell lines. Regression. Given two drug SMILES strings and cell line genomic features, predict the synergy score measuring deviation from expected non-interaction effect. (1) Drug 1: CCC1=CC2CC(C3=C(CN(C2)C1)C4=CC=CC=C4N3)(C5=C(C=C6C(=C5)C78CCN9C7C(C=CC9)(C(C(C8N6C)(C(=O)OC)O)OC(=O)C)CC)OC)C(=O)OC.C(C(C(=O)O)O)(C(=O)O)O. Drug 2: C1=CC(=CC=C1CCCC(=O)O)N(CCCl)CCCl. Cell line: KM12. Synergy scores: CSS=39.4, Synergy_ZIP=-4.85, Synergy_Bliss=-7.88, Synergy_Loewe=-13.2, Synergy_HSA=-3.06. (2) Cell line: SNB-75. Drug 2: C1CN1C2=NC(=NC(=N2)N3CC3)N4CC4. Synergy scores: CSS=14.9, Synergy_ZIP=-8.21, Synergy_Bliss=-1.04, Synergy_Loewe=-5.92, Synergy_HSA=-0.905. Drug 1: CS(=O)(=O)CCNCC1=CC=C(O1)C2=CC3=C(C=C2)N=CN=C3NC4=CC(=C(C=C4)OCC5=CC(=CC=C5)F)Cl. (3) Drug 1: COC1=C(C=C2C(=C1)N=CN=C2NC3=CC(=C(C=C3)F)Cl)OCCCN4CCOCC4. Drug 2: C1CC(=O)NC(=O)C1N2C(=O)C3=CC=CC=C3C2=O. Cell line: SK-MEL-2. Synergy scores: CSS=19.1, Synergy_ZIP=-1.47, Synergy_Bliss=-0.289, Synergy_Loewe=-7.98, Synergy_HSA=0.520. (4) Drug 1: C1=CC(=C2C(=C1NCCNCCO)C(=O)C3=C(C=CC(=C3C2=O)O)O)NCCNCCO. Drug 2: CC1C(C(CC(O1)OC2CC(CC3=C2C(=C4C(=C3O)C(=O)C5=CC=CC=C5C4=O)O)(C(=O)C)O)N)O. Cell line: UACC62. Synergy scores: CSS=64.7, Synergy_ZIP=-6.40, Synergy_Bliss=-5.02, Synergy_Loewe=-1.06, Synergy_HSA=0.105. (5) Drug 1: CCC1(CC2CC(C3=C(CCN(C2)C1)C4=CC=CC=C4N3)(C5=C(C=C6C(=C5)C78CCN9C7C(C=CC9)(C(C(C8N6C=O)(C(=O)OC)O)OC(=O)C)CC)OC)C(=O)OC)O.OS(=O)(=O)O. Drug 2: C1CCC(C(C1)N)N.C(=O)(C(=O)[O-])[O-].[Pt+4]. Cell line: M14. Synergy scores: CSS=24.0, Synergy_ZIP=-6.94, Synergy_Bliss=-3.87, Synergy_Loewe=-5.16, Synergy_HSA=-0.519. (6) Drug 1: CCC1(CC2CC(C3=C(CCN(C2)C1)C4=CC=CC=C4N3)(C5=C(C=C6C(=C5)C78CCN9C7C(C=CC9)(C(C(C8N6C)(C(=O)OC)O)OC(=O)C)CC)OC)C(=O)OC)O.OS(=O)(=O)O. Drug 2: CC1=C(C(=O)C2=C(C1=O)N3CC4C(C3(C2COC(=O)N)OC)N4)N. Cell line: MCF7. Synergy scores: CSS=17.3, Synergy_ZIP=-3.65, Synergy_Bliss=-2.06, Synergy_Loewe=-2.39, Synergy_HSA=-0.681. (7) Drug 1: CCC(=C(C1=CC=CC=C1)C2=CC=C(C=C2)OCCN(C)C)C3=CC=CC=C3.C(C(=O)O)C(CC(=O)O)(C(=O)O)O. Drug 2: CC1C(C(CC(O1)OC2CC(CC3=C2C(=C4C(=C3O)C(=O)C5=CC=CC=C5C4=O)O)(C(=O)C)O)N)O. Cell line: HCC-2998. Synergy scores: CSS=66.3, Synergy_ZIP=3.93, Synergy_Bliss=5.83, Synergy_Loewe=-8.20, Synergy_HSA=6.04. (8) Drug 1: CC1=CC2C(CCC3(C2CCC3(C(=O)C)OC(=O)C)C)C4(C1=CC(=O)CC4)C. Drug 2: CC(C)CN1C=NC2=C1C3=CC=CC=C3N=C2N. Cell line: SNB-75. Synergy scores: CSS=-7.16, Synergy_ZIP=3.21, Synergy_Bliss=-1.20, Synergy_Loewe=-5.74, Synergy_HSA=-6.69. (9) Synergy scores: CSS=1.31, Synergy_ZIP=-4.80, Synergy_Bliss=-9.73, Synergy_Loewe=-8.19, Synergy_HSA=-7.11. Cell line: NCIH23. Drug 1: C1C(C(OC1N2C=NC3=C2NC=NCC3O)CO)O. Drug 2: COCCOC1=C(C=C2C(=C1)C(=NC=N2)NC3=CC=CC(=C3)C#C)OCCOC.Cl.